Dataset: Peptide-MHC class II binding affinity with 134,281 pairs from IEDB. Task: Regression. Given a peptide amino acid sequence and an MHC pseudo amino acid sequence, predict their binding affinity value. This is MHC class II binding data. (1) The MHC is HLA-DQA10501-DQB10301 with pseudo-sequence HLA-DQA10501-DQB10301. The binding affinity (normalized) is 0.340. The peptide sequence is SLLMWITQCFLPV. (2) The peptide sequence is YRIAARPGAVTRRAA. The MHC is HLA-DQA10501-DQB10301 with pseudo-sequence HLA-DQA10501-DQB10301. The binding affinity (normalized) is 0.404. (3) The peptide sequence is LTYQWHKEGSSIGKL. The MHC is DRB4_0101 with pseudo-sequence DRB4_0103. The binding affinity (normalized) is 0.566. (4) The peptide sequence is NNLMMIEQYPYVVIM. The MHC is DRB1_1201 with pseudo-sequence DRB1_1201. The binding affinity (normalized) is 0.633. (5) The peptide sequence is SQIGLIEVLGKMPEHFM. The MHC is DRB1_0101 with pseudo-sequence DRB1_0101. The binding affinity (normalized) is 0.127. (6) The binding affinity (normalized) is 0.161. The peptide sequence is SLKNTISKDNNML. The MHC is DRB1_0401 with pseudo-sequence DRB1_0401. (7) The peptide sequence is MAGAGPAPMLAAAAG. The MHC is DRB3_0101 with pseudo-sequence DRB3_0101. The binding affinity (normalized) is 0.